From a dataset of Full USPTO retrosynthesis dataset with 1.9M reactions from patents (1976-2016). Predict the reactants needed to synthesize the given product. Given the product [CH3:14][C@H:12]1[CH2:13][N:8]([C:7]2[CH:6]=[CH:5][N:4]=[CH:3][C:2]=2[NH:1][C:35]([C:30]2[N:29]=[C:28]3[CH:27]=[C:26]([CH2:23][CH2:24][CH3:25])[S:34][C:33]3=[CH:32][CH:31]=2)=[O:36])[CH2:9][C@@H:10]([NH:15][C:16](=[O:22])[O:17][C:18]([CH3:21])([CH3:20])[CH3:19])[CH2:11]1, predict the reactants needed to synthesize it. The reactants are: [NH2:1][C:2]1[CH:3]=[N:4][CH:5]=[CH:6][C:7]=1[N:8]1[CH2:13][C@H:12]([CH3:14])[CH2:11][C@H:10]([NH:15][C:16](=[O:22])[O:17][C:18]([CH3:21])([CH3:20])[CH3:19])[CH2:9]1.[CH2:23]([C:26]1[S:34][C:33]2[C:28](=[N:29][C:30]([C:35](O)=[O:36])=[CH:31][CH:32]=2)[CH:27]=1)[CH2:24][CH3:25].CCN(C(C)C)C(C)C.CN(C(ON1N=NC2C=CC=NC1=2)=[N+](C)C)C.F[P-](F)(F)(F)(F)F.